This data is from Full USPTO retrosynthesis dataset with 1.9M reactions from patents (1976-2016). The task is: Predict the reactants needed to synthesize the given product. Given the product [CH3:1][C:2](=[O:8])[CH2:3][CH2:4][CH2:5][CH2:6][CH3:7].[C:12]([OH:14])(=[O:11])[CH3:13], predict the reactants needed to synthesize it. The reactants are: [CH3:1][C:2](=[O:8])[CH2:3][CH2:4][CH2:5][CH2:6][CH3:7].C[Si](C)([O:11][C:12](=[O:14])[CH3:13])[O:11][C:12](=[O:14])[CH3:13].